The task is: Regression. Given two drug SMILES strings and cell line genomic features, predict the synergy score measuring deviation from expected non-interaction effect.. This data is from NCI-60 drug combinations with 297,098 pairs across 59 cell lines. (1) Drug 1: CC1=CC2C(CCC3(C2CCC3(C(=O)C)OC(=O)C)C)C4(C1=CC(=O)CC4)C. Drug 2: CC1C(C(CC(O1)OC2CC(OC(C2O)C)OC3=CC4=CC5=C(C(=O)C(C(C5)C(C(=O)C(C(C)O)O)OC)OC6CC(C(C(O6)C)O)OC7CC(C(C(O7)C)O)OC8CC(C(C(O8)C)O)(C)O)C(=C4C(=C3C)O)O)O)O. Cell line: HT29. Synergy scores: CSS=5.55, Synergy_ZIP=2.64, Synergy_Bliss=3.35, Synergy_Loewe=-65.9, Synergy_HSA=0.141. (2) Drug 1: C1=C(C(=O)NC(=O)N1)N(CCCl)CCCl. Cell line: OVCAR-8. Drug 2: C1C(C(OC1N2C=C(C(=O)NC2=O)F)CO)O. Synergy scores: CSS=48.7, Synergy_ZIP=-4.58, Synergy_Bliss=-3.79, Synergy_Loewe=-10.9, Synergy_HSA=1.90. (3) Drug 1: CN1CCC(CC1)COC2=C(C=C3C(=C2)N=CN=C3NC4=C(C=C(C=C4)Br)F)OC. Drug 2: CC1=C2C(C(=O)C3(C(CC4C(C3C(C(C2(C)C)(CC1OC(=O)C(C(C5=CC=CC=C5)NC(=O)C6=CC=CC=C6)O)O)OC(=O)C7=CC=CC=C7)(CO4)OC(=O)C)O)C)OC(=O)C. Cell line: HOP-62. Synergy scores: CSS=1.80, Synergy_ZIP=-0.629, Synergy_Bliss=0.385, Synergy_Loewe=-22.5, Synergy_HSA=-0.958. (4) Drug 1: C1CC(=O)NC(=O)C1N2C(=O)C3=CC=CC=C3C2=O. Drug 2: COC1=C2C(=CC3=C1OC=C3)C=CC(=O)O2. Cell line: OVCAR-4. Synergy scores: CSS=-2.45, Synergy_ZIP=2.23, Synergy_Bliss=0.817, Synergy_Loewe=-2.02, Synergy_HSA=-3.03. (5) Drug 1: CC(C1=C(C=CC(=C1Cl)F)Cl)OC2=C(N=CC(=C2)C3=CN(N=C3)C4CCNCC4)N. Drug 2: CC1=C(C=C(C=C1)NC(=O)C2=CC=C(C=C2)CN3CCN(CC3)C)NC4=NC=CC(=N4)C5=CN=CC=C5. Cell line: CCRF-CEM. Synergy scores: CSS=25.6, Synergy_ZIP=1.59, Synergy_Bliss=-3.54, Synergy_Loewe=-20.8, Synergy_HSA=-5.88. (6) Drug 1: CC1=C(C=C(C=C1)NC2=NC=CC(=N2)N(C)C3=CC4=NN(C(=C4C=C3)C)C)S(=O)(=O)N.Cl. Drug 2: CCC1(CC2CC(C3=C(CCN(C2)C1)C4=CC=CC=C4N3)(C5=C(C=C6C(=C5)C78CCN9C7C(C=CC9)(C(C(C8N6C)(C(=O)OC)O)OC(=O)C)CC)OC)C(=O)OC)O.OS(=O)(=O)O. Cell line: SF-539. Synergy scores: CSS=67.5, Synergy_ZIP=6.46, Synergy_Bliss=7.07, Synergy_Loewe=2.00, Synergy_HSA=11.0. (7) Drug 1: CC12CCC3C(C1CCC2O)C(CC4=C3C=CC(=C4)O)CCCCCCCCCS(=O)CCCC(C(F)(F)F)(F)F. Synergy scores: CSS=0.0105, Synergy_ZIP=-5.29, Synergy_Bliss=-15.9, Synergy_Loewe=-16.8, Synergy_HSA=-23.0. Drug 2: CNC(=O)C1=NC=CC(=C1)OC2=CC=C(C=C2)NC(=O)NC3=CC(=C(C=C3)Cl)C(F)(F)F. Cell line: UO-31. (8) Drug 1: CC1=C2C(C(=O)C3(C(CC4C(C3C(C(C2(C)C)(CC1OC(=O)C(C(C5=CC=CC=C5)NC(=O)OC(C)(C)C)O)O)OC(=O)C6=CC=CC=C6)(CO4)OC(=O)C)OC)C)OC. Drug 2: CC12CCC(CC1=CCC3C2CCC4(C3CC=C4C5=CN=CC=C5)C)O. Cell line: HOP-62. Synergy scores: CSS=54.7, Synergy_ZIP=15.2, Synergy_Bliss=15.8, Synergy_Loewe=2.03, Synergy_HSA=15.9. (9) Drug 1: C1=CC(=C2C(=C1NCCNCCO)C(=O)C3=C(C=CC(=C3C2=O)O)O)NCCNCCO. Drug 2: C1C(C(OC1N2C=NC(=NC2=O)N)CO)O. Cell line: CCRF-CEM. Synergy scores: CSS=69.8, Synergy_ZIP=-2.33, Synergy_Bliss=-1.90, Synergy_Loewe=2.44, Synergy_HSA=3.47. (10) Drug 1: CC1=C(C=C(C=C1)NC2=NC=CC(=N2)N(C)C3=CC4=NN(C(=C4C=C3)C)C)S(=O)(=O)N.Cl. Drug 2: CN1C2=C(C=C(C=C2)N(CCCl)CCCl)N=C1CCCC(=O)O.Cl. Cell line: M14. Synergy scores: CSS=-4.39, Synergy_ZIP=2.47, Synergy_Bliss=0.868, Synergy_Loewe=-3.00, Synergy_HSA=-2.59.